This data is from Reaction yield outcomes from USPTO patents with 853,638 reactions. The task is: Predict the reaction yield, written as a fraction of the theoretical maximum amount of product (1.0 means a 100% yield; for example, 0.34 means a 34% yield). (1) The reactants are FC(F)(F)C(O)=O.[F:8][C:9]1[CH:14]=[C:13]([N+:15]([O-])=O)[CH:12]=[CH:11][C:10]=1[O:18][CH:19]1[CH2:24][CH2:23][NH:22][CH2:21][CH2:20]1.[BH4-].[Na+]. The catalyst is CO.O.O.O.O.O.O.[Ni](Cl)Cl. The product is [F:8][C:9]1[CH:14]=[C:13]([NH2:15])[CH:12]=[CH:11][C:10]=1[O:18][CH:19]1[CH2:20][CH2:21][NH:22][CH2:23][CH2:24]1. The yield is 0.740. (2) The reactants are CN(C)CCCN=C=NCC.[NH2:12][C:13]1[C:14]([O:28][CH2:29][CH:30]2[CH2:35][CH2:34][N:33]([C:36]([O:38][C:39]([CH3:42])([CH3:41])[CH3:40])=[O:37])[CH2:32][CH2:31]2)=[CH:15][C:16]([NH:19][C:20]2[CH:25]=[N:24][C:23]([C:26]#[N:27])=[CH:22][N:21]=2)=[N:17][CH:18]=1.[CH3:43][N:44]([CH3:49])[CH2:45][C:46](O)=[O:47].O.ON1C2C=CC=CC=2N=N1.C(N(C(C)C)C(C)C)C. The catalyst is CN(C=O)C. The product is [C:26]([C:23]1[N:24]=[CH:25][C:20]([NH:19][C:16]2[CH:15]=[C:14]([O:28][CH2:29][CH:30]3[CH2:35][CH2:34][N:33]([C:36]([O:38][C:39]([CH3:42])([CH3:41])[CH3:40])=[O:37])[CH2:32][CH2:31]3)[C:13]([NH:12][C:46](=[O:47])[CH2:45][N:44]([CH3:49])[CH3:43])=[CH:18][N:17]=2)=[N:21][CH:22]=1)#[N:27]. The yield is 0.140.